This data is from Forward reaction prediction with 1.9M reactions from USPTO patents (1976-2016). The task is: Predict the product of the given reaction. (1) Given the reactants [Br:1][C:2]1[CH:3]=[N:4][C:5](Cl)=[N:6][CH:7]=1.[NH:9]1[CH2:14][CH2:13][O:12][CH2:11][CH2:10]1.C(N(C(C)C)CC)(C)C.[Cl-].[NH4+], predict the reaction product. The product is: [Br:1][C:2]1[CH:3]=[N:4][C:5]([N:9]2[CH2:14][CH2:13][O:12][CH2:11][CH2:10]2)=[N:6][CH:7]=1. (2) Given the reactants C[C:2]1[CH:3]=[C:4]([C:14]([O:16]C)=[O:15])[C:5]([C:8]2[CH:13]=[CH:12][CH:11]=[CH:10][CH:9]=2)=[CH:6][CH:7]=1.[OH-].[K+].[CH3:20]O, predict the reaction product. The product is: [CH3:20][C:11]1[CH:10]=[CH:9][C:8]([C:5]2[C:4]([C:14]([OH:16])=[O:15])=[CH:3][CH:2]=[CH:7][CH:6]=2)=[CH:13][CH:12]=1. (3) The product is: [Cl:8][C:7]1[C:2]([CH3:26])=[CH:3][C:4]([C:24]#[N:25])=[C:5]([NH:9][C@H:10]2[CH2:15][CH2:14][CH2:13][CH2:12][C@@H:11]2[NH:16][C:17](=[O:23])[O:18][C:19]([CH3:22])([CH3:21])[CH3:20])[CH:6]=1. Given the reactants Br[C:2]1[C:7]([Cl:8])=[CH:6][C:5]([NH:9][C@H:10]2[CH2:15][CH2:14][CH2:13][CH2:12][C@@H:11]2[NH:16][C:17](=[O:23])[O:18][C:19]([CH3:22])([CH3:21])[CH3:20])=[C:4]([C:24]#[N:25])[CH:3]=1.[CH3:26]B1OB(C)OB(C)O1.C(=O)([O-])[O-].[K+].[K+].O1CCOCC1, predict the reaction product.